From a dataset of Catalyst prediction with 721,799 reactions and 888 catalyst types from USPTO. Predict which catalyst facilitates the given reaction. (1) Reactant: [N+:1]([C:4]1[CH:12]=[C:11]([Cl:13])[CH:10]=[CH:9][C:5]=1[C:6]([OH:8])=O)([O-:3])=[O:2].C(Cl)(=O)C(Cl)=O.[CH2:20]([O:22][CH:23]([O:35][CH2:36][CH3:37])[CH2:24][O:25][C:26]1[CH:32]=[CH:31][C:29]([NH2:30])=[CH:28][C:27]=1[O:33][CH3:34])[CH3:21].C(N(CC)CC)C. Product: [Cl:13][C:11]1[CH:10]=[CH:9][C:5]([C:6]([NH:30][C:29]2[CH:31]=[CH:32][C:26]([O:25][CH2:24][CH:23]([O:35][CH2:36][CH3:37])[O:22][CH2:20][CH3:21])=[C:27]([O:33][CH3:34])[CH:28]=2)=[O:8])=[C:4]([N+:1]([O-:3])=[O:2])[CH:12]=1. The catalyst class is: 64. (2) The catalyst class is: 24. Product: [NH2:1][S:2]([NH:5][C:6]([C:8]1[CH:9]=[CH:10][C:11]2[C:12]([CH:32]3[CH2:37][CH2:36][CH2:35][CH2:34][CH2:33]3)=[C:13]3[C:19]4[CH:20]=[CH:21][C:22]([O:24][CH3:25])=[CH:23][C:18]=4[CH:17]=[C:16]([C:26]([OH:28])=[O:27])[CH2:15][N:14]3[C:30]=2[CH:31]=1)=[O:7])(=[O:3])=[O:4]. Reactant: [NH2:1][S:2]([NH:5][C:6]([C:8]1[CH:9]=[CH:10][C:11]2[C:12]([CH:32]3[CH2:37][CH2:36][CH2:35][CH2:34][CH2:33]3)=[C:13]3[C:19]4[CH:20]=[CH:21][C:22]([O:24][CH3:25])=[CH:23][C:18]=4[CH:17]=[C:16]([C:26]([O:28]C)=[O:27])[CH2:15][N:14]3[C:30]=2[CH:31]=1)=[O:7])(=[O:4])=[O:3].CO.[OH-].[Na+].Cl. (3) Reactant: [NH:1]([C:3]1[CH:8]=[CH:7][CH:6]=[CH:5][N:4]=1)[NH2:2].Cl.[C:10]([O-])(O)=O.[Na+].[CH3:15][CH2:16]O. Product: [N:1]1([C:3]2[CH:8]=[CH:7][CH:6]=[CH:5][N:4]=2)[CH:15]=[CH:16][CH:10]=[N:2]1. The catalyst class is: 238. (4) Reactant: Br[C:2]1[CH:7]=[CH:6][C:5]([CH:8]([N:12]2[CH2:25][CH2:24][C:15]3([O:20][CH2:19][C:18](=[O:21])[N:17]([CH2:22][CH3:23])[CH2:16]3)[CH2:14][CH2:13]2)[C:9]([NH2:11])=[O:10])=[C:4]([F:26])[CH:3]=1.CC1(C)C(C)(C)OB(B2OC(C)(C)C(C)(C)O2)O1.C([O-])(=O)C.[K+].Br[C:51]1[CH:60]=[C:59]2[C:54]([CH:55]=[C:56]([O:61][CH3:62])[CH:57]=[N:58]2)=[CH:53][CH:52]=1.C([O-])([O-])=O.[K+].[K+]. Product: [CH2:22]([N:17]1[CH2:16][C:15]2([CH2:24][CH2:25][N:12]([CH:8]([C:5]3[CH:6]=[CH:7][C:2]([C:51]4[CH:60]=[C:59]5[C:54]([CH:55]=[C:56]([O:61][CH3:62])[CH:57]=[N:58]5)=[CH:53][CH:52]=4)=[CH:3][C:4]=3[F:26])[C:9]([NH2:11])=[O:10])[CH2:13][CH2:14]2)[O:20][CH2:19][C:18]1=[O:21])[CH3:23]. The catalyst class is: 368. (5) Reactant: [CH2:1]([O:3][C:4]([C:6]1[N:7]=[C:8]([CH:11](OCC)[O:12]CC)[S:9][CH:10]=1)=[O:5])[CH3:2].Cl. The catalyst class is: 21. Product: [CH2:1]([O:3][C:4]([C:6]1[N:7]=[C:8]([CH:11]=[O:12])[S:9][CH:10]=1)=[O:5])[CH3:2]. (6) Reactant: [Br:1][C:2]1[CH:13]=[CH:12][C:5]2[CH:6]=[C:7]([C:9]([OH:11])=O)[O:8][C:4]=2[CH:3]=1.Cl.Cl.[NH2:16][C@@H:17]1[CH:22]2[CH2:23][CH2:24][N:19]([CH2:20][CH2:21]2)[CH2:18]1.CN(C(ON1N=NC2C=CC=NC1=2)=[N+](C)C)C.F[P-](F)(F)(F)(F)F.C(N(CC)C(C)C)(C)C. Product: [N:19]12[CH2:24][CH2:23][CH:22]([CH2:21][CH2:20]1)[C@@H:17]([NH:16][C:9]([C:7]1[O:8][C:4]3[CH:3]=[C:2]([Br:1])[CH:13]=[CH:12][C:5]=3[CH:6]=1)=[O:11])[CH2:18]2. The catalyst class is: 475. (7) Reactant: [Br:1][C:2]1[C:3]([CH3:22])=[C:4]([C:12]2[CH:17]=[CH:16][CH:15]=[C:14]([C:18]([F:21])([F:20])[F:19])[CH:13]=2)[C:5]2[N:6]([C:8](=[O:11])[NH:9][N:10]=2)[CH:7]=1.C(=O)([O-])[O-].[Cs+].[Cs+].[CH3:29][S:30]([C:33]1[CH:40]=[CH:39][C:36]([CH2:37]Br)=[CH:35][CH:34]=1)(=[O:32])=[O:31].O. Product: [Br:1][C:2]1[C:3]([CH3:22])=[C:4]([C:12]2[CH:17]=[CH:16][CH:15]=[C:14]([C:18]([F:20])([F:19])[F:21])[CH:13]=2)[C:5]2[N:6]([C:8](=[O:11])[N:9]([CH2:37][C:36]3[CH:35]=[CH:34][C:33]([S:30]([CH3:29])(=[O:32])=[O:31])=[CH:40][CH:39]=3)[N:10]=2)[CH:7]=1. The catalyst class is: 3. (8) Reactant: [CH2:1]([NH:4][C:5](=[O:11])[O:6][C:7]([CH3:10])([CH3:9])[CH3:8])[C:2]#[CH:3].[H-].[Na+].[H][H].Br[CH2:17][CH2:18][CH2:19][O:20][CH:21]1[CH2:26][CH2:25][CH2:24][CH2:23][O:22]1. Product: [CH2:1]([N:4]([CH2:17][CH2:18][CH2:19][O:20][CH:21]1[CH2:26][CH2:25][CH2:24][CH2:23][O:22]1)[C:5](=[O:11])[O:6][C:7]([CH3:8])([CH3:10])[CH3:9])[C:2]#[CH:3]. The catalyst class is: 35. (9) Reactant: [C:1](Cl)(=O)[C:2]([Cl:4])=[O:3].[C:7]([C:9]1[CH:10]=C([CH:15]=[CH:16][C:17]=1[O:18][CH2:19][CH:20]1[CH2:22][CH2:21]1)C(O)=O)#[N:8].CN(C)C=O. Product: [C:7]([C:9]1[CH:10]=[C:1]([CH:15]=[CH:16][C:17]=1[O:18][CH2:19][CH:20]1[CH2:22][CH2:21]1)[C:2]([Cl:4])=[O:3])#[N:8]. The catalyst class is: 4. (10) Reactant: [CH3:1][O:2][C:3](=[O:21])[CH2:4][C:5]1[CH:10]=[CH:9][CH:8]=[C:7]([S:11]([C:14]2[CH:19]=[CH:18][C:17]([OH:20])=[CH:16][CH:15]=2)(=[O:13])=[O:12])[CH:6]=1.[CH3:22][C:23]1[O:27][C:26]([C:28]2[CH:33]=[CH:32][CH:31]=[CH:30][CH:29]=2)=[N:25][C:24]=1[CH2:34][CH2:35]O.C1(P(C2C=CC=CC=2)C2C=CC=CC=2)C=CC=CC=1.N(C(OC(C)C)=O)=NC(OC(C)C)=O. Product: [CH3:1][O:2][C:3](=[O:21])[CH2:4][C:5]1[CH:10]=[CH:9][CH:8]=[C:7]([S:11]([C:14]2[CH:15]=[CH:16][C:17]([O:20][CH2:35][CH2:34][C:24]3[N:25]=[C:26]([C:28]4[CH:33]=[CH:32][CH:31]=[CH:30][CH:29]=4)[O:27][C:23]=3[CH3:22])=[CH:18][CH:19]=2)(=[O:12])=[O:13])[CH:6]=1. The catalyst class is: 253.